Dataset: Reaction yield outcomes from USPTO patents with 853,638 reactions. Task: Predict the reaction yield, written as a fraction of the theoretical maximum amount of product (1.0 means a 100% yield; for example, 0.34 means a 34% yield). (1) The reactants are C([O-])(=O)C.[Na+].Br[CH2:7][C:8](=[O:11])[CH2:9][CH3:10].[S:12]1[C:16]2[CH:17]=[C:18]([NH2:21])[CH:19]=[CH:20][C:15]=2[N:14]=[CH:13]1.C(OCC)(=O)C. The catalyst is CO.CCCCCC. The product is [S:12]1[C:16]2[CH:17]=[C:18]([NH:21][CH2:7][C:8](=[O:11])[CH2:9][CH3:10])[CH:19]=[CH:20][C:15]=2[N:14]=[CH:13]1. The yield is 0.320. (2) The reactants are [CH2:1]([C:3]([C:6]1[C:11]2[N:12]([CH3:25])[C:13]([CH2:15][C:16]3[C:21]([CH3:22])=[CH:20][C:19]([CH3:23])=[CH:18][C:17]=3[CH3:24])=[N:14][C:10]=2[CH:9]=[CH:8][CH:7]=1)=[CH:4][CH3:5])[CH3:2].C(O)(=O)C.C(=O)(O)[O-].[Na+]. The catalyst is O1CCCC1. The product is [CH2:1]([CH:3]([C:6]1[C:11]2[N:12]([CH3:25])[C:13]([CH2:15][C:16]3[C:17]([CH3:24])=[CH:18][C:19]([CH3:23])=[CH:20][C:21]=3[CH3:22])=[N:14][C:10]=2[CH:9]=[CH:8][CH:7]=1)[CH2:4][CH3:5])[CH3:2]. The yield is 0.110. (3) The reactants are [CH3:1][O:2][C:3]1[N:4]=[CH:5][C:6]([O:9][C:10]2[CH:15]=[C:14]([CH3:16])[C:13]([C:17]3[N:18]=[C:19]([NH2:22])[S:20][CH:21]=3)=[C:12]([CH3:23])[CH:11]=2)=[N:7][CH:8]=1.C(N(CC)CC)C.Cl.[C:32](Cl)(=[O:39])[C:33]1[CH:38]=[CH:37][N:36]=[CH:35][CH:34]=1. The catalyst is C1COCC1. The product is [CH3:1][O:2][C:3]1[N:4]=[CH:5][C:6]([O:9][C:10]2[CH:15]=[C:14]([CH3:16])[C:13]([C:17]3[N:18]=[C:19]([NH:22][C:32](=[O:39])[C:33]4[CH:38]=[CH:37][N:36]=[CH:35][CH:34]=4)[S:20][CH:21]=3)=[C:12]([CH3:23])[CH:11]=2)=[N:7][CH:8]=1. The yield is 0.230. (4) The catalyst is CCO.[Pd]. The reactants are [Cl:1][C:2]1[CH:3]=[C:4]([N+:11]([O-])=O)[CH:5]=[C:6]2[C:10]=1[NH:9][CH:8]=[CH:7]2. The yield is 0.600. The product is [Cl:1][C:2]1[CH:3]=[C:4]([NH2:11])[CH:5]=[C:6]2[C:10]=1[NH:9][CH:8]=[CH:7]2.